From a dataset of Catalyst prediction with 721,799 reactions and 888 catalyst types from USPTO. Predict which catalyst facilitates the given reaction. (1) Reactant: [NH2:1][C:2]1[C:10]([CH3:11])=[CH:9][C:8]([Cl:12])=[CH:7][C:3]=1[C:4]([OH:6])=[O:5].[O:13]=[C:14](Cl)OC(Cl)(Cl)Cl. Product: [Cl:12][C:8]1[CH:9]=[C:10]([CH3:11])[C:2]2[NH:1][C:14](=[O:13])[O:5][C:4](=[O:6])[C:3]=2[CH:7]=1. The catalyst class is: 12. (2) Reactant: [OH:1][CH:2]1[CH2:7][CH2:6][N:5]([C:8](=[O:10])[CH3:9])[CH2:4][CH2:3]1.C(N(CC)CC)C.[CH3:18][S:19](Cl)(=[O:21])=[O:20].O. Product: [CH3:18][S:19]([O:1][CH:2]1[CH2:7][CH2:6][N:5]([C:8](=[O:10])[CH3:9])[CH2:4][CH2:3]1)(=[O:21])=[O:20]. The catalyst class is: 2.